This data is from Catalyst prediction with 721,799 reactions and 888 catalyst types from USPTO. The task is: Predict which catalyst facilitates the given reaction. (1) Reactant: [CH2:1]([O:3][C:4]1[C:5]([CH3:38])=[C:6]([CH3:37])[C:7]2[N:8]([C:10]([C:31]3[CH:36]=[CH:35][CH:34]=[CH:33][CH:32]=3)=[C:11]([C:13]3[CH:18]=[CH:17][C:16]([C:19]4([NH:23]C(=O)OC(C)(C)C)[CH2:22][CH2:21][CH2:20]4)=[CH:15][CH:14]=3)[N:12]=2)[N:9]=1)[CH3:2].CO.Cl.O1CCOCC1. Product: [CH2:1]([O:3][C:4]1[C:5]([CH3:38])=[C:6]([CH3:37])[C:7]2[N:8]([C:10]([C:31]3[CH:32]=[CH:33][CH:34]=[CH:35][CH:36]=3)=[C:11]([C:13]3[CH:14]=[CH:15][C:16]([C:19]4([NH2:23])[CH2:20][CH2:21][CH2:22]4)=[CH:17][CH:18]=3)[N:12]=2)[N:9]=1)[CH3:2]. The catalyst class is: 2. (2) Reactant: [F:1][C:2]1[CH:7]=[C:6]([F:8])[C:5]([F:9])=[CH:4][C:3]=1B(O)O.I[C:14]1[CH:19]=[CH:18][C:17]([OH:20])=[CH:16][CH:15]=1.C(=O)([O-])[O-].[K+].[K+].CN(C=O)C. Product: [F:1][C:2]1[CH:7]=[C:6]([F:8])[C:5]([F:9])=[CH:4][C:3]=1[C:14]1[CH:19]=[CH:18][C:17]([OH:20])=[CH:16][CH:15]=1. The catalyst class is: 161.